This data is from Full USPTO retrosynthesis dataset with 1.9M reactions from patents (1976-2016). The task is: Predict the reactants needed to synthesize the given product. (1) The reactants are: [CH:1]1([S:4]([C:7]2[CH:12]=[CH:11][C:10]([NH:13][C:14]([O:16][CH3:17])=[O:15])=[CH:9][C:8]=2[C@H:18]2[CH2:22][CH2:21][CH2:20][N:19]2C(OC(C)(C)C)=O)(=[O:6])=[O:5])[CH2:3][CH2:2]1.[ClH:30].O1CCOCC1. Given the product [ClH:30].[CH:1]1([S:4]([C:7]2[CH:12]=[CH:11][C:10]([NH:13][C:14](=[O:15])[O:16][CH3:17])=[CH:9][C:8]=2[C@H:18]2[CH2:22][CH2:21][CH2:20][NH:19]2)(=[O:6])=[O:5])[CH2:2][CH2:3]1, predict the reactants needed to synthesize it. (2) Given the product [O:16]=[S:3]1(=[O:17])[CH2:4][C:5]2[CH:10]=[CH:9][C:8]([CH2:11][C:12]([OH:14])=[O:13])=[CH:7][C:6]=2[NH:2]1, predict the reactants needed to synthesize it. The reactants are: C[N:2]1[C:6]2[CH:7]=[C:8]([CH2:11][C:12]([O:14]C)=[O:13])[CH:9]=[CH:10][C:5]=2[CH2:4][S:3]1(=[O:17])=[O:16].[OH-].[Na+]. (3) Given the product [F:1][C:2]1[CH:3]=[CH:4][C:5]([N:8]2[C:13](=[O:14])[C:12]([O:15][CH2:13][CH2:12][CH:11]([CH3:26])[CH3:10])=[C:11]([C:26]3[CH:27]=[CH:28][C:29]([S:32]([CH3:35])(=[O:34])=[O:33])=[CH:30][CH:31]=3)[CH:10]=[N:9]2)=[CH:6][CH:7]=1, predict the reactants needed to synthesize it. The reactants are: [F:1][C:2]1[CH:7]=[CH:6][C:5]([N:8]2[C:13](=[O:14])[C:12]([O:15]S(C3C=CC(C)=CC=3)(=O)=O)=[C:11]([C:26]3[CH:31]=[CH:30][C:29]([S:32]([CH3:35])(=[O:34])=[O:33])=[CH:28][CH:27]=3)[CH:10]=[N:9]2)=[CH:4][CH:3]=1.N. (4) Given the product [CH2:13]([C:17]1[N:18]=[C:19]([CH3:46])[N:20]([C:39]2[CH:44]=[CH:43][CH:42]=[C:41]([F:45])[CH:40]=2)[C:21](=[O:38])[C:22]=1[CH2:23][C:24]1[CH:25]=[CH:26][C:27]([C:30]2[CH:35]=[CH:34][CH:33]=[CH:32][C:31]=2[C:36]2[NH:3][C:4](=[O:7])[O:5][N:37]=2)=[CH:28][CH:29]=1)[CH2:14][CH2:15][CH3:16], predict the reactants needed to synthesize it. The reactants are: [Cl-].O[NH3+:3].[C:4](=[O:7])([O-])[OH:5].[Na+].CS(C)=O.[CH2:13]([C:17]1[N:18]=[C:19]([CH3:46])[N:20]([C:39]2[CH:44]=[CH:43][CH:42]=[C:41]([F:45])[CH:40]=2)[C:21](=[O:38])[C:22]=1[CH2:23][C:24]1[CH:29]=[CH:28][C:27]([C:30]2[C:31]([C:36]#[N:37])=[CH:32][CH:33]=[CH:34][CH:35]=2)=[CH:26][CH:25]=1)[CH2:14][CH2:15][CH3:16]. (5) Given the product [CH2:14]([C:2]1[C:9]([C:10]#[N:11])=[C:8]([OH:12])[C:7]([OH:13])=[CH:6][C:3]=1[C:4]#[N:5])/[CH:15]=[CH:16]/[CH3:17], predict the reactants needed to synthesize it. The reactants are: Br[C:2]1[C:9]([C:10]#[N:11])=[C:8]([OH:12])[C:7]([OH:13])=[CH:6][C:3]=1[C:4]#[N:5].[CH2:14](B1OC(C)(C)C(C)(C)O1)/[CH:15]=[CH:16]/[CH3:17]. (6) The reactants are: [O:1]=[C:2]([C:14]1[CH:15]=[N:16][CH:17]=[CH:18][CH:19]=1)[CH:3]([C:9]1[CH:13]=[CH:12][S:11][CH:10]=1)C(OCC)=O. Given the product [N:16]1[CH:17]=[CH:18][CH:19]=[C:14]([C:2](=[O:1])[CH2:3][C:9]2[CH:13]=[CH:12][S:11][CH:10]=2)[CH:15]=1, predict the reactants needed to synthesize it. (7) The reactants are: [CH2:1]([Si:3]([CH2:35][CH3:36])([CH2:33][CH3:34])[O:4][C@H:5](/[CH:18]=[CH:19]/[Sn](CCCC)(CCCC)CCCC)[CH2:6][O:7][C:8]1[CH:13]=[CH:12][CH:11]=[C:10]([C:14]([F:17])([F:16])[F:15])[CH:9]=1)[CH3:2].C([Li])CCC.[Cu](C#N)C#N.C[Li].[CH2:49]([Si:51]([CH2:73][CH3:74])([CH2:71][CH3:72])[O:52][C@@H:53]1[CH2:57][C:56](=[O:58])[C:55]([CH2:59]/[CH:60]=[CH:61]\[CH2:62][CH2:63][CH2:64][C:65]([O:67][CH:68]([CH3:70])[CH3:69])=[O:66])=[CH:54]1)[CH3:50].[NH4+].[Cl-].[NH4+].[OH-]. Given the product [F:15][C:14]([F:16])([F:17])[C:10]1[CH:9]=[C:8]([CH:13]=[CH:12][CH:11]=1)[O:7][CH2:6][C@H:5]([O:4][Si:3]([CH2:33][CH3:34])([CH2:35][CH3:36])[CH2:1][CH3:2])/[CH:18]=[CH:19]/[C@H:54]1[C@H:53]([O:52][Si:51]([CH2:49][CH3:50])([CH2:71][CH3:72])[CH2:73][CH3:74])[CH2:57][C:56](=[O:58])[C@@H:55]1[CH2:59]/[CH:60]=[CH:61]\[CH2:62][CH2:63][CH2:64][C:65]([O:67][CH:68]([CH3:70])[CH3:69])=[O:66], predict the reactants needed to synthesize it. (8) Given the product [C:8]([C:5]1[CH:6]=[CH:7][C:2]([OH:1])=[CH:3][CH:4]=1)([C:11]1[CH:16]=[CH:15][CH:14]=[CH:13][CH:12]=1)([CH3:10])[CH3:9].[OH:1][C:2]1[CH:3]=[CH:4][C:5]([C:8]([C:11]2[CH:12]=[CH:13][C:14]([OH:17])=[CH:15][CH:16]=2)([CH3:10])[CH3:9])=[CH:6][CH:7]=1, predict the reactants needed to synthesize it. The reactants are: [OH:1][C:2]1[CH:7]=[CH:6][C:5]([C:8]([C:11]2[CH:16]=[CH:15][C:14]([OH:17])=[CH:13][CH:12]=2)([CH3:10])[CH3:9])=[CH:4][CH:3]=1.C(Cl)Cl.O. (9) The reactants are: [CH:1]1([CH2:4][O:5][N:6]=[C:7]([C:9]2[CH:10]=[CH:11][C:12]3[N:13]([C:15]([CH:18]([C:20]4[CH:21]=[C:22]5[C:27](=[CH:28][CH:29]=4)[N:26]=[CH:25][C:24](Br)=[CH:23]5)[CH3:19])=[N:16][N:17]=3)[N:14]=2)[CH3:8])[CH2:3][CH2:2]1.[N:31]1([CH2:37][B-](F)(F)F)[CH2:36][CH2:35][O:34][CH2:33][CH2:32]1.[K+].CC(C1C=C(C(C)C)C(C2C=CC=CC=2P(C2CCCCC2)C2CCCCC2)=C(C(C)C)C=1)C.C([O-])([O-])=O.[Cs+].[Cs+]. Given the product [CH:1]1([CH2:4][O:5][N:6]=[C:7]([C:9]2[CH:10]=[CH:11][C:12]3[N:13]([C:15]([CH:18]([C:20]4[CH:21]=[C:22]5[C:27](=[CH:28][CH:29]=4)[N:26]=[CH:25][C:24]([CH2:37][N:31]4[CH2:36][CH2:35][O:34][CH2:33][CH2:32]4)=[CH:23]5)[CH3:19])=[N:16][N:17]=3)[N:14]=2)[CH3:8])[CH2:3][CH2:2]1, predict the reactants needed to synthesize it. (10) Given the product [O:11]1[CH2:12][CH2:13][CH:8]([C:7]2[C:2]([O:30][C:27]3[CH:26]=[CH:25][C:24]([NH:23][C:15]4[S:14][C:18]5[CH:19]=[CH:20][CH:21]=[CH:22][C:17]=5[N:16]=4)=[CH:29][CH:28]=3)=[N:3][CH:4]=[CH:5][CH:6]=2)[CH2:9][CH2:10]1, predict the reactants needed to synthesize it. The reactants are: F[C:2]1[C:7]([CH:8]2[CH2:13][CH2:12][O:11][CH2:10][CH2:9]2)=[CH:6][CH:5]=[CH:4][N:3]=1.[S:14]1[C:18]2[CH:19]=[CH:20][CH:21]=[CH:22][C:17]=2[N:16]=[C:15]1[NH:23][C:24]1[CH:29]=[CH:28][C:27]([OH:30])=[CH:26][CH:25]=1.C(=O)([O-])[O-].[Cs+].[Cs+].